This data is from Catalyst prediction with 721,799 reactions and 888 catalyst types from USPTO. The task is: Predict which catalyst facilitates the given reaction. (1) Product: [C:29]([CH2:30][CH2:31][O:21][N:20]=[CH:19][C:4]1[C:3]([S:22]([CH3:24])=[O:23])=[C:2]([NH2:1])[N:6]([C:7]2[C:12]([Cl:13])=[CH:11][C:10]([C:14]([F:17])([F:16])[F:15])=[CH:9][C:8]=2[Cl:18])[N:5]=1)#[N:32]. The catalyst class is: 8. Reactant: [NH2:1][C:2]1[N:6]([C:7]2[C:12]([Cl:13])=[CH:11][C:10]([C:14]([F:17])([F:16])[F:15])=[CH:9][C:8]=2[Cl:18])[N:5]=[C:4]([CH:19]=[N:20][OH:21])[C:3]=1[S:22]([CH3:24])=[O:23].[O-]CC.[Na+].[C:29](#[N:32])[CH:30]=[CH2:31]. (2) Reactant: [F:1][C:2]1[CH:10]=[N:9][CH:8]=[CH:7][C:3]=1[C:4]([OH:6])=[O:5].[OH:11]O. Product: [F:1][C:2]1[CH:10]=[N+:9]([O-:11])[CH:8]=[CH:7][C:3]=1[C:4]([OH:6])=[O:5]. The catalyst class is: 15. (3) The catalyst class is: 88. Reactant: Cl[C:2]1[CH:7]=[C:6]([CH3:8])[C:5]([CH3:9])=[CH:4][C:3]=1[N+:10]([O-:12])=[O:11].[CH2:13]([NH2:16])[CH2:14][CH3:15]. Product: [CH3:9][C:5]1[C:6]([CH3:8])=[CH:7][C:2]([NH:16][CH2:13][CH2:14][CH3:15])=[C:3]([N+:10]([O-:12])=[O:11])[CH:4]=1. (4) Product: [F:1][CH:2]([F:37])[C:3]1[N:7]([C:8]2[N:13]=[C:12]([N:38]3[CH2:43][CH2:42][O:41][CH2:40][CH2:39]3)[N:11]=[C:10]([O:17][CH2:18][CH:19]3[CH2:24][CH2:23][N:22]([NH:25][C:26]([O:28][C:29]([CH3:32])([CH3:31])[CH3:30])=[O:27])[CH2:21][CH2:20]3)[CH:9]=2)[C:6]2[CH:33]=[CH:34][CH:35]=[CH:36][C:5]=2[N:4]=1. The catalyst class is: 6. Reactant: [F:1][CH:2]([F:37])[C:3]1[N:7]([C:8]2[N:13]=[C:12](S(C)=O)[N:11]=[C:10]([O:17][CH2:18][CH:19]3[CH2:24][CH2:23][N:22]([NH:25][C:26]([O:28][C:29]([CH3:32])([CH3:31])[CH3:30])=[O:27])[CH2:21][CH2:20]3)[CH:9]=2)[C:6]2[CH:33]=[CH:34][CH:35]=[CH:36][C:5]=2[N:4]=1.[NH:38]1[CH2:43][CH2:42][O:41][CH2:40][CH2:39]1.CN(C)C(=O)C. (5) Reactant: [Br:1][C:2]1[CH:7]=[CH:6][C:5]([OH:8])=[CH:4][CH:3]=1.N1C=CN=C1.[CH3:14][C:15]([Si:18](Cl)([CH3:20])[CH3:19])([CH3:17])[CH3:16]. Product: [Br:1][C:2]1[CH:7]=[CH:6][C:5]([O:8][Si:18]([C:15]([CH3:17])([CH3:16])[CH3:14])([CH3:20])[CH3:19])=[CH:4][CH:3]=1. The catalyst class is: 18. (6) Reactant: ClC(Cl)(Cl)[C:3]([NH:5][C:6]1[CH:7]=[CH:8][CH:9]=[C:10]2[C:15]=1[N:14]=[CH:13][CH:12]=[CH:11]2)=[O:4].[C:18]([C:22]1[CH:31]=[C:30]2[C:25]([CH:26]([NH2:32])[CH2:27][CH2:28][O:29]2)=[CH:24][CH:23]=1)([CH3:21])([CH3:20])[CH3:19].N12CCCN=C1CCCCC2. Product: [C:18]([C:22]1[CH:31]=[C:30]2[C:25]([CH:26]([NH:32][C:3]([NH:5][C:6]3[CH:7]=[CH:8][CH:9]=[C:10]4[C:15]=3[N:14]=[CH:13][CH:12]=[CH:11]4)=[O:4])[CH2:27][CH2:28][O:29]2)=[CH:24][CH:23]=1)([CH3:21])([CH3:19])[CH3:20]. The catalyst class is: 10. (7) Reactant: [C:1]([CH2:4][O:5][C:6]1[CH:16]=[CH:15][CH:14]=[CH:13][C:7]=1[O:8][CH2:9][C:10]([NH2:12])=[O:11])(=[O:3])[NH2:2].[Cl:17][S:18](O)(=[O:20])=[O:19].ClCCl. Product: [C:10]([CH2:9][O:8][C:7]1[CH:13]=[C:14]([S:18]([Cl:17])(=[O:20])=[O:19])[CH:15]=[CH:16][C:6]=1[O:5][CH2:4][C:1]([NH2:2])=[O:3])(=[O:11])[NH2:12]. The catalyst class is: 6. (8) Reactant: [CH:1]1([C:4]2[N:5]=[C:6]3[CH:11]=[CH:10][C:9]([N:12]4[CH:17]=[CH:16][C:15]([OH:18])=[CH:14][C:13]4=[O:19])=[CH:8][N:7]3[C:20]=2[CH3:21])[CH2:3][CH2:2]1.[Br:22][C:23]1[N:24]=[C:25]([CH2:28]O)[S:26][CH:27]=1.C1(P(C2C=CC=CC=2)C2C=CC=CC=2)C=CC=CC=1.N(C(OCCOC)=O)=NC(OCCOC)=O. Product: [Br:22][C:23]1[N:24]=[C:25]([CH2:28][O:18][C:15]2[CH:16]=[CH:17][N:12]([C:9]3[CH:10]=[CH:11][C:6]4[N:7]([C:20]([CH3:21])=[C:4]([CH:1]5[CH2:3][CH2:2]5)[N:5]=4)[CH:8]=3)[C:13](=[O:19])[CH:14]=2)[S:26][CH:27]=1. The catalyst class is: 20.